This data is from Forward reaction prediction with 1.9M reactions from USPTO patents (1976-2016). The task is: Predict the product of the given reaction. (1) Given the reactants [Br:1][C:2]1[CH:14]=[C:13]([C:15](=[O:30])/[CH:16]=[C:17](/[C:22]2[CH:27]=[C:26]([Cl:28])[CH:25]=[C:24]([Cl:29])[CH:23]=2)\[C:18]([F:21])([F:20])[F:19])[CH:12]=[CH:11][C:3]=1[C:4]([O:6][C:7]([CH3:10])([CH3:9])[CH3:8])=[O:5].[SH:31][CH2:32][C:33]([O:35][CH2:36][CH3:37])=[O:34].C(N(CC)CC)C, predict the reaction product. The product is: [Br:1][C:2]1[CH:14]=[C:13]([C:15]2([OH:30])[CH2:16][C:17]([C:22]3[CH:27]=[C:26]([Cl:28])[CH:25]=[C:24]([Cl:29])[CH:23]=3)([C:18]([F:21])([F:20])[F:19])[S:31][CH:32]2[C:33]([O:35][CH2:36][CH3:37])=[O:34])[CH:12]=[CH:11][C:3]=1[C:4]([O:6][C:7]([CH3:10])([CH3:9])[CH3:8])=[O:5]. (2) Given the reactants [N:1]1([CH:7]2[CH2:10][N:9]([C:11]([C:13]3[S:17][C:16]4[CH:18]=[C:19]([C:22]([F:25])([F:24])[F:23])[CH:20]=[CH:21][C:15]=4[CH:14]=3)=[O:12])[CH2:8]2)[CH2:6][CH2:5][NH:4][CH2:3][CH2:2]1.Br[C:27]1[N:32]=[CH:31][CH:30]=[CH:29][N:28]=1.C([O-])([O-])=O.[K+].[K+], predict the reaction product. The product is: [N:28]1[CH:29]=[CH:30][CH:31]=[N:32][C:27]=1[N:4]1[CH2:5][CH2:6][N:1]([CH:7]2[CH2:10][N:9]([C:11]([C:13]3[S:17][C:16]4[CH:18]=[C:19]([C:22]([F:23])([F:25])[F:24])[CH:20]=[CH:21][C:15]=4[CH:14]=3)=[O:12])[CH2:8]2)[CH2:2][CH2:3]1. (3) Given the reactants [CH:1]([NH:4][CH2:5][CH2:6][NH:7][CH:8]([CH3:10])[CH3:9])([CH3:3])[CH3:2].[C:11](O[C:11]([O:13][C:14]([CH3:17])([CH3:16])[CH3:15])=[O:12])([O:13][C:14]([CH3:17])([CH3:16])[CH3:15])=[O:12], predict the reaction product. The product is: [CH3:2][CH:1]([N:4]([CH2:5][CH2:6][NH:7][CH:8]([CH3:10])[CH3:9])[C:11](=[O:12])[O:13][C:14]([CH3:17])([CH3:16])[CH3:15])[CH3:3].